This data is from Forward reaction prediction with 1.9M reactions from USPTO patents (1976-2016). The task is: Predict the product of the given reaction. (1) Given the reactants [ClH:1].[C:2]([Cl:5])(=[O:4])[CH3:3].[Cl:6][C:7]1[CH:12]=[CH:11][C:10]([C:13]2[C:17]([C:18]3[CH:23]=[CH:22][N:21]=[CH:20][CH:19]=3)=[C:16]([N:24]3[CH2:29][CH2:28][N:27](C(OC(C)(C)C)=O)[CH2:26][CH2:25]3)[NH:15][N:14]=2)=[CH:9][CH:8]=1.[CH3:37]O, predict the reaction product. The product is: [OH2:4].[ClH:5].[ClH:6].[ClH:1].[Cl:6][C:7]1[CH:8]=[CH:9][C:10]([C:13]2[N:14]([CH2:37][C:2]#[CH:3])[N:15]=[C:16]([N:24]3[CH2:25][CH2:26][NH:27][CH2:28][CH2:29]3)[C:17]=2[C:18]2[CH:23]=[CH:22][N:21]=[CH:20][CH:19]=2)=[CH:11][CH:12]=1. (2) Given the reactants C([C@@H]1COC(=O)N1C([C@@H:16]1[C@@H:20]([C:21]2[CH:26]=[CH:25][C:24]([F:27])=[CH:23][CH:22]=2)[CH2:19][N:18]([C:28]([O:30][C:31]([CH3:34])([CH3:33])[CH3:32])=[O:29])[CH2:17]1)=O)C1C=CC=CC=1.[OH:35]O.[OH-].[Li+].C1[CH2:43][O:42]CC1, predict the reaction product. The product is: [C:31]([O:30][C:28]([N:18]1[CH2:19][C@H:20]([C:21]2[CH:26]=[CH:25][C:24]([F:27])=[CH:23][CH:22]=2)[C@@H:16]([C:43]([OH:42])=[O:35])[CH2:17]1)=[O:29])([CH3:34])([CH3:32])[CH3:33]. (3) Given the reactants [Cl:1][C:2]1[NH:10][C:9]2[C:8](=[O:11])[N:7]([CH2:12][CH2:13][CH2:14][CH2:15][C:16]([OH:18])=O)[C:6](=[O:19])[N:5]([CH2:20][CH2:21][CH2:22][CH2:23][CH3:24])[C:4]=2[N:3]=1.C1N=CN(C(N2C=NC=C2)=O)C=1.[CH2:37]([C:39]1[CH:40]=[C:41]([CH2:45][NH2:46])[CH:42]=[CH:43][CH:44]=1)[CH3:38], predict the reaction product. The product is: [Cl:1][C:2]1[NH:10][C:9]2[C:8](=[O:11])[N:7]([CH2:12][CH2:13][CH2:14][CH2:15][C:16]([NH:46][CH2:45][C:41]3[CH:42]=[CH:43][CH:44]=[C:39]([CH2:37][CH3:38])[CH:40]=3)=[O:18])[C:6](=[O:19])[N:5]([CH2:20][CH2:21][CH2:22][CH2:23][CH3:24])[C:4]=2[N:3]=1. (4) The product is: [CH3:37][O:36][CH2:35][C:30]1[N:31]([CH2:32][CH2:33][CH3:34])[C:21]2[C:20]3[CH:19]=[C:18]([O:17][CH2:8][C:9](=[O:10])[N:11]4[CH2:16][CH2:15][S:14][CH2:13][CH2:12]4)[CH:27]=[CH:26][C:25]=3[N:24]=[C:23]([NH2:28])[C:22]=2[N:29]=1. Given the reactants C(=O)([O-])[O-].[Cs+].[Cs+].Br[CH2:8][C:9]([N:11]1[CH2:16][CH2:15][S:14][CH2:13][CH2:12]1)=[O:10].[OH:17][C:18]1[CH:27]=[CH:26][C:25]2[N:24]=[C:23]([NH2:28])[C:22]3[N:29]=[C:30]([CH2:35][O:36][CH3:37])[N:31]([CH2:32][CH2:33][CH3:34])[C:21]=3[C:20]=2[CH:19]=1, predict the reaction product. (5) Given the reactants [O-:1][CH2:2][CH3:3].[Na+].[CH2:5]([N:12]1[CH2:15][C:14]([CH2:18]Cl)([CH2:16][Cl:17])[C:13]1=O)[C:6]1[CH:11]=[CH:10][CH:9]=[CH:8][CH:7]=1.Cl.C([OH:24])C, predict the reaction product. The product is: [ClH:17].[CH2:5]([N:12]1[CH2:13][C:14]([CH2:16][Cl:17])([C:18]([O:1][CH2:2][CH3:3])=[O:24])[CH2:15]1)[C:6]1[CH:7]=[CH:8][CH:9]=[CH:10][CH:11]=1. (6) Given the reactants [CH3:1][CH:2]([CH3:17])[CH2:3][CH2:4][S:5][C:6]1[CH:11]=[CH:10][CH:9]=[CH:8][C:7]=1/[CH:12]=[CH:13]/[C:14]([OH:16])=O.[NH:18]1[CH2:23][CH2:22][CH:21]([C:24]([NH2:26])=[O:25])[CH2:20][CH2:19]1, predict the reaction product. The product is: [CH3:17][CH:2]([CH3:1])[CH2:3][CH2:4][S:5][C:6]1[CH:11]=[CH:10][CH:9]=[CH:8][C:7]=1/[CH:12]=[CH:13]/[C:14]([N:18]1[CH2:23][CH2:22][CH:21]([C:24]([NH2:26])=[O:25])[CH2:20][CH2:19]1)=[O:16].